From a dataset of Forward reaction prediction with 1.9M reactions from USPTO patents (1976-2016). Predict the product of the given reaction. Given the reactants [NH2:1][C:2]1[CH:7]=[CH:6][C:5]([C:8]2[C:16]3[C:15]([NH2:17])=[N:14][CH:13]=[N:12][C:11]=3[S:10][C:9]=2[CH3:18])=[CH:4][CH:3]=1.[C:19]1([N:25]=[C:26]=[O:27])[CH:24]=[CH:23][CH:22]=[CH:21][CH:20]=1, predict the reaction product. The product is: [NH2:17][C:15]1[C:16]2[C:8]([C:5]3[CH:4]=[CH:3][C:2]([NH:1][C:26]([NH:25][C:19]4[CH:24]=[CH:23][CH:22]=[CH:21][CH:20]=4)=[O:27])=[CH:7][CH:6]=3)=[C:9]([CH3:18])[S:10][C:11]=2[N:12]=[CH:13][N:14]=1.